Dataset: Reaction yield outcomes from USPTO patents with 853,638 reactions. Task: Predict the reaction yield, written as a fraction of the theoretical maximum amount of product (1.0 means a 100% yield; for example, 0.34 means a 34% yield). The reactants are C(OC([N:8]1[CH2:12][C@H:11]([S:13][C:14]([C:27]2[CH:32]=[CH:31][CH:30]=[CH:29][CH:28]=2)([C:21]2[CH:26]=[CH:25][CH:24]=[CH:23][CH:22]=2)[C:15]2[CH:20]=[CH:19][CH:18]=[CH:17][CH:16]=2)[CH2:10][C@H:9]1[C:33](=[O:43])[N:34]([CH2:36][C:37]1[CH:42]=[CH:41][CH:40]=[CH:39][CH:38]=1)[CH3:35])=O)(C)(C)C.C(O)(C(F)(F)F)=O. The catalyst is C(Cl)Cl. The product is [CH2:36]([N:34]([CH3:35])[C:33]([C@@H:9]1[CH2:10][C@@H:11]([S:13][C:14]([C:27]2[CH:32]=[CH:31][CH:30]=[CH:29][CH:28]=2)([C:21]2[CH:22]=[CH:23][CH:24]=[CH:25][CH:26]=2)[C:15]2[CH:16]=[CH:17][CH:18]=[CH:19][CH:20]=2)[CH2:12][NH:8]1)=[O:43])[C:37]1[CH:38]=[CH:39][CH:40]=[CH:41][CH:42]=1. The yield is 0.950.